This data is from Catalyst prediction with 721,799 reactions and 888 catalyst types from USPTO. The task is: Predict which catalyst facilitates the given reaction. (1) Reactant: C[O:2][C:3](=O)[CH:4]=[CH:5][C:6]1([CH3:12])[CH2:11][CH2:10][O:9][CH2:8][CH2:7]1.[H-].C([Al+]CC(C)C)C(C)C.C(C(C(C([O-])=O)O)O)([O-])=O.[K+].[Na+]. Product: [CH3:12][C:6]1([CH:5]=[CH:4][CH2:3][OH:2])[CH2:7][CH2:8][O:9][CH2:10][CH2:11]1. The catalyst class is: 182. (2) Reactant: [NH2:1][C:2]([CH2:7][C:8]1[CH:13]=[CH:12][CH:11]=[CH:10][CH:9]=1)([CH2:5][OH:6])[CH2:3][OH:4].[Na].Br[CH2:16][C:17]1[CH:18]=[C:19]([CH:32]=[C:33]([N:35]([CH3:40])[S:36]([CH3:39])(=[O:38])=[O:37])[CH:34]=1)[C:20]([NH:22][C@@H:23]([C:25]1[CH:30]=[CH:29][C:28]([F:31])=[CH:27][CH:26]=1)[CH3:24])=[O:21]. Product: [NH2:1][C:2]([CH2:7][C:8]1[CH:13]=[CH:12][CH:11]=[CH:10][CH:9]=1)([CH2:3][OH:4])[CH2:5][O:6][CH2:16][C:17]1[CH:18]=[C:19]([CH:32]=[C:33]([N:35]([CH3:40])[S:36]([CH3:39])(=[O:38])=[O:37])[CH:34]=1)[C:20]([NH:22][C@@H:23]([C:25]1[CH:26]=[CH:27][C:28]([F:31])=[CH:29][CH:30]=1)[CH3:24])=[O:21]. The catalyst class is: 198. (3) Reactant: C(=O)([O-])[O-].[K+].[K+].[CH2:7](Br)[C:8]1[CH:13]=[CH:12][CH:11]=[CH:10][CH:9]=1.[OH:15][CH2:16][CH:17]1[CH2:22][CH2:21][CH:20]([C:23]([OH:25])=[O:24])[CH2:19][CH2:18]1.O. Product: [CH2:7]([O:25][C:23]([CH:20]1[CH2:21][CH2:22][CH:17]([CH2:16][OH:15])[CH2:18][CH2:19]1)=[O:24])[C:8]1[CH:13]=[CH:12][CH:11]=[CH:10][CH:9]=1. The catalyst class is: 3. (4) Reactant: [N+:1]([C:4]1[CH:10]=CC=C[C:5]=1[NH2:6])([O-:3])=[O:2].C([C:15]1[CH:20]=[C:19](C)[CH:18]=[C:17](C(C)(C)C)[C:16]=1O)(C)(C)C.C(N(CC)CC)C.C(Cl)(=[O:37])C=C. Product: [N+:1]([C:4](=[CH2:10])[C:5]([NH:6][C:15]1[CH:16]=[CH:17][CH:18]=[CH:19][CH:20]=1)=[O:37])([O-:3])=[O:2]. The catalyst class is: 166.